Dataset: Forward reaction prediction with 1.9M reactions from USPTO patents (1976-2016). Task: Predict the product of the given reaction. (1) The product is: [CH3:26][C:24]1[CH:23]=[CH:22][C:5]2=[C:6]3[C:11](=[C:2]([NH2:1])[N:3]=[C:4]2[CH:25]=1)[N:10]=[CH:9][C:8]([CH2:12][CH2:13][C:14]1[CH:21]=[CH:20][C:17]([CH2:18][NH:28][CH3:27])=[CH:16][CH:15]=1)=[CH:7]3. Given the reactants [NH2:1][C:2]1[C:11]2[N:10]=[CH:9][C:8]([CH2:12][CH2:13][C:14]3[CH:21]=[CH:20][C:17]([CH:18]=O)=[CH:16][CH:15]=3)=[CH:7][C:6]=2[C:5]2[CH:22]=[CH:23][C:24]([CH3:26])=[CH:25][C:4]=2[N:3]=1.[CH3:27][NH2:28].C(O)(C(F)(F)F)=O, predict the reaction product. (2) Given the reactants C([O:3][C:4](=[O:35])[C:5]([CH3:34])([O:7][C:8]1[CH:13]=[CH:12][C:11]([O:14][CH2:15][C:16]2[C:17]([CH3:32])=[N:18][C:19]([C:22]3[CH:27]=[CH:26][C:25]([C:28]([F:31])([F:30])[F:29])=[CH:24][CH:23]=3)=[CH:20][CH:21]=2)=[CH:10][C:9]=1[CH3:33])[CH3:6])C.[OH-].[Na+], predict the reaction product. The product is: [CH3:34][C:5]([O:7][C:8]1[CH:13]=[CH:12][C:11]([O:14][CH2:15][C:16]2[C:17]([CH3:32])=[N:18][C:19]([C:22]3[CH:27]=[CH:26][C:25]([C:28]([F:30])([F:31])[F:29])=[CH:24][CH:23]=3)=[CH:20][CH:21]=2)=[CH:10][C:9]=1[CH3:33])([CH3:6])[C:4]([OH:35])=[O:3]. (3) The product is: [F:19][C:14]1[CH:15]=[CH:16][CH:17]=[CH:18][C:13]=1[CH2:12][N:5]1[C:6]2=[N:7][CH:8]=[CH:9][CH:10]=[C:11]2[C:3]([C:1](=[NH:24])[NH2:2])=[N:4]1. Given the reactants [C:1]([C:3]1[C:11]2[C:6](=[N:7][CH:8]=[CH:9][CH:10]=2)[N:5]([CH2:12][C:13]2[CH:18]=[CH:17][CH:16]=[CH:15][C:14]=2[F:19])[N:4]=1)#[N:2].C[O-].[Na+].[Cl-].[NH4+:24].C(O)(=O)C, predict the reaction product. (4) The product is: [NH:8]1[C:16]2[C:11](=[CH:12][CH:13]=[CH:14][CH:15]=2)[C:10]2([CH2:20][O:19][C:18]3[CH:21]=[C:22]4[C:26](=[CH:27][C:17]2=3)[CH2:25][CH2:24][O:23]4)[C:9]1=[O:28]. Given the reactants C1(C(C2C=CC=CC=2)[N:8]2[C:16]3[C:11](=[CH:12][CH:13]=[CH:14][CH:15]=3)[C:10]3([CH2:20][O:19][C:18]4[CH:21]=[C:22]5[C:26](=[CH:27][C:17]3=4)[CH2:25][CH2:24][O:23]5)[C:9]2=[O:28])C=CC=CC=1.C1(C(C2C=CC=CC=2)N2C3C(=CC=CC=3)C3(COC4=CC5CCOC=5C=C34)C2=O)C=CC=CC=1, predict the reaction product. (5) Given the reactants B(Br)(Br)Br.C[O:6][C:7]1[CH:8]=[C:9]([S:13]([N:16]([CH3:18])[CH3:17])(=[O:15])=[O:14])[CH:10]=[CH:11][CH:12]=1, predict the reaction product. The product is: [OH:6][C:7]1[CH:8]=[C:9]([S:13]([N:16]([CH3:18])[CH3:17])(=[O:15])=[O:14])[CH:10]=[CH:11][CH:12]=1.